From a dataset of Forward reaction prediction with 1.9M reactions from USPTO patents (1976-2016). Predict the product of the given reaction. (1) Given the reactants [CH2:1]([O:8][C:9]([N:11]1[CH2:16][CH2:15][N:14]([C:17]([O:19][C:20]([CH3:23])([CH3:22])[CH3:21])=[O:18])[CH2:13][CH:12]1[C:24]([OH:26])=O)=[O:10])[C:2]1[CH:7]=[CH:6][CH:5]=[CH:4][CH:3]=1.O[N:28]1[C:32]2[CH:33]=CC=C[C:31]=2N=N1.CN1CCOCC1.C(N)(C)C, predict the reaction product. The product is: [CH:32]([NH:28][C:24]([CH:12]1[CH2:13][N:14]([C:17]([O:19][C:20]([CH3:23])([CH3:22])[CH3:21])=[O:18])[CH2:15][CH2:16][N:11]1[C:9]([O:8][CH2:1][C:2]1[CH:3]=[CH:4][CH:5]=[CH:6][CH:7]=1)=[O:10])=[O:26])([CH3:33])[CH3:31]. (2) Given the reactants [Cl:1][C:2]1[CH:7]=[CH:6][C:5]([C:8]([N:15]2[C:23]3[C:18](=[C:19]([NH:24][S:25]([CH3:28])(=[O:27])=[O:26])[CH:20]=[CH:21][CH:22]=3)[CH:17]=[N:16]2)([CH2:13][CH3:14])[C:9]([O:11][CH3:12])=[O:10])=[CH:4][CH:3]=1.[H-].[Na+].Cl[CH2:32][O:33][CH2:34][CH2:35][Si:36]([CH3:39])([CH3:38])[CH3:37], predict the reaction product. The product is: [Cl:1][C:2]1[CH:7]=[CH:6][C:5]([C:8]([N:15]2[C:23]3[C:18](=[C:19]([N:24]([CH2:32][O:33][CH2:34][CH2:35][Si:36]([CH3:39])([CH3:38])[CH3:37])[S:25]([CH3:28])(=[O:27])=[O:26])[CH:20]=[CH:21][CH:22]=3)[CH:17]=[N:16]2)([CH2:13][CH3:14])[C:9]([O:11][CH3:12])=[O:10])=[CH:4][CH:3]=1. (3) Given the reactants S(Cl)([Cl:3])=O.[F:5][C:6]([F:15])([F:14])[C:7]1[S:8][CH:9]=[C:10]([CH2:12]O)[N:11]=1, predict the reaction product. The product is: [Cl:3][CH2:12][C:10]1[N:11]=[C:7]([C:6]([F:15])([F:14])[F:5])[S:8][CH:9]=1.